The task is: Predict the reactants needed to synthesize the given product.. This data is from Full USPTO retrosynthesis dataset with 1.9M reactions from patents (1976-2016). (1) Given the product [NH2:21][C:18]1[CH:19]=[CH:20][C:15]([N:11]2[CH2:12][CH2:13][CH2:14][N:8]([C:1]([O:3][C:4]([CH3:7])([CH3:6])[CH3:5])=[O:2])[CH2:9][CH2:10]2)=[CH:16][CH:17]=1, predict the reactants needed to synthesize it. The reactants are: [C:1]([N:8]1[CH2:14][CH2:13][CH2:12][N:11]([C:15]2[CH:20]=[CH:19][C:18]([N+:21]([O-])=O)=[CH:17][CH:16]=2)[CH2:10][CH2:9]1)([O:3][C:4]([CH3:7])([CH3:6])[CH3:5])=[O:2]. (2) Given the product [CH:14]1([NH:15][C:10]([C:31]2[CH:32]=[C:33]([C:34]3[CH:35]=[CH:36][C:37]([C:40]([NH:63][CH2:64][C:65]4[O:66][C:67]([CH2:70][N:71]([CH3:73])[CH3:72])=[CH:68][CH:69]=4)=[O:42])=[CH:38][CH:39]=3)[C:43]([CH3:46])=[CH:44][CH:45]=2)=[O:56])[CH2:13][CH2:12]1, predict the reactants needed to synthesize it. The reactants are: CN(C(ON1N=NC2[CH:12]=[CH:13][CH:14]=[N:15][C:10]1=2)=[N+](C)C)C.F[P-](F)(F)(F)(F)F.C1(C(N[C:31]2[CH:32]=[C:33]([C:43]([CH3:46])=[CH:44][CH:45]=2)[C:34]2[CH:39]=[CH:38][C:37]([C:40]([OH:42])=O)=[CH:36][CH:35]=2)=O)CC1.C1C=CC2N([OH:56])N=NC=2C=1.C(O)(=O)C(O)=O.[NH2:63][CH2:64][C:65]1[O:66][C:67]([CH2:70][N:71]([CH3:73])[CH3:72])=[CH:68][CH:69]=1.CCN(C(C)C)C(C)C. (3) Given the product [NH2:20][C@H:17]1[CH2:18][CH2:19][N:15]([C:12]2[CH:11]=[CH:10][C:9]([NH:8][C:5]3[N:4]=[C:3]([C:24]4[N:28]([CH:29]([CH3:30])[CH3:31])[C:27]([CH3:32])=[N:26][CH:25]=4)[C:2]([F:1])=[CH:7][N:6]=3)=[CH:14][CH:13]=2)[CH2:16]1, predict the reactants needed to synthesize it. The reactants are: [F:1][C:2]1[C:3]([C:24]2[N:28]([CH:29]([CH3:31])[CH3:30])[C:27]([CH3:32])=[N:26][CH:25]=2)=[N:4][C:5]([NH:8][C:9]2[CH:14]=[CH:13][C:12]([N:15]3[CH2:19][CH2:18][C@H:17]([NH:20]C(=O)C)[CH2:16]3)=[CH:11][CH:10]=2)=[N:6][CH:7]=1. (4) Given the product [C:1]([O:5][C:6]([N:8]([CH2:21][CH:22]1[CH2:27][CH2:26][N:25]([C:28]2[CH:29]=[C:30]([CH:36]=[CH:37][CH:38]=2)[C:31]([OH:33])=[O:32])[CH2:24][CH:23]1[C:39]1[CH:44]=[CH:43][CH:42]=[CH:41][C:40]=1[F:45])[C@@H:9]([C:11]1[C:20]2[C:15](=[CH:16][CH:17]=[CH:18][CH:19]=2)[CH:14]=[CH:13][CH:12]=1)[CH3:10])=[O:7])([CH3:2])([CH3:3])[CH3:4], predict the reactants needed to synthesize it. The reactants are: [C:1]([O:5][C:6]([N:8]([CH2:21][CH:22]1[CH2:27][CH2:26][N:25]([C:28]2[CH:29]=[C:30]([CH:36]=[CH:37][CH:38]=2)[C:31]([O:33]CC)=[O:32])[CH2:24][CH:23]1[C:39]1[CH:44]=[CH:43][CH:42]=[CH:41][C:40]=1[F:45])[C@@H:9]([C:11]1[C:20]2[C:15](=[CH:16][CH:17]=[CH:18][CH:19]=2)[CH:14]=[CH:13][CH:12]=1)[CH3:10])=[O:7])([CH3:4])([CH3:3])[CH3:2].[OH-].[Na+].Cl. (5) Given the product [F:1][C:2]1[CH:3]=[CH:4][C:5]([C:8](=[O:12])[CH:9]([CH3:10])[CH3:11])=[CH:6][CH:7]=1, predict the reactants needed to synthesize it. The reactants are: [F:1][C:2]1[CH:7]=[CH:6][C:5]([CH:8]([OH:12])[CH:9]([CH3:11])[CH3:10])=[CH:4][CH:3]=1.CC(C)=O.OS(O)(=O)=O.O=[Cr](=O)=O. (6) Given the product [CH3:22][O:21][C:4]1[C:3](=[O:23])[C:2]([CH3:1])=[C:7](/[CH:8]=[C:9](\[CH2:13][CH2:14][O:15][CH3:16])/[C:10]([OH:12])=[O:11])[C:6](=[O:17])[C:5]=1[O:19][CH3:20], predict the reactants needed to synthesize it. The reactants are: [CH3:1][C:2]1[C:7](/[CH:8]=[C:9](\[CH2:13][CH2:14][O:15][CH3:16])/[C:10]([OH:12])=[O:11])=[C:6]([O:17]C)[C:5]([O:19][CH3:20])=[C:4]([O:21][CH3:22])[C:3]=1[O:23]C. (7) Given the product [Br:1][C:2]1[CH:3]=[C:4]([CH:17]=[C:18]([Cl:20])[CH:19]=1)[CH2:5][NH2:6], predict the reactants needed to synthesize it. The reactants are: [Br:1][C:2]1[CH:3]=[C:4]([CH:17]=[C:18]([Cl:20])[CH:19]=1)[CH2:5][N:6]1C(=O)C2C(=CC=CC=2)C1=O.O.NN.